Dataset: Forward reaction prediction with 1.9M reactions from USPTO patents (1976-2016). Task: Predict the product of the given reaction. The product is: [CH3:3][O:4][C:5]1[CH:21]=[C:20]([O:22][CH3:23])[CH:19]=[CH:18][C:6]=1[CH2:7][N:8]1[C:12](=[O:13])[CH2:11][C@@H:10]([C:14]([OH:16])=[O:15])[CH2:9]1. Given the reactants [Li+].[OH-].[CH3:3][O:4][C:5]1[CH:21]=[C:20]([O:22][CH3:23])[CH:19]=[CH:18][C:6]=1[CH2:7][N:8]1[C:12](=[O:13])[CH2:11][C@@H:10]([C:14]([O:16]C)=[O:15])[CH2:9]1, predict the reaction product.